The task is: Predict the product of the given reaction.. This data is from Forward reaction prediction with 1.9M reactions from USPTO patents (1976-2016). (1) Given the reactants [O:1]=[C:2]([NH:7][C:8]1[CH:13]=[CH:12][CH:11]=[C:10]([C:14]([F:17])([F:16])[F:15])[CH:9]=1)[CH2:3][C:4]([O-:6])=O.[Li+].[NH:19]1[CH2:23][CH2:22][CH2:21][CH2:20]1.C(N(C(C)C)C(C)C)C.O.ON1C2C=CC=CC=2N=N1.Cl.C(N=C=NCCCN(C)C)C, predict the reaction product. The product is: [O:6]=[C:4]([N:19]1[CH2:23][CH2:22][CH2:21][CH2:20]1)[CH2:3][C:2]([NH:7][C:8]1[CH:13]=[CH:12][CH:11]=[C:10]([C:14]([F:17])([F:16])[F:15])[CH:9]=1)=[O:1]. (2) Given the reactants [F:1][C:2]1[CH:7]=[CH:6][C:5]([N:8]2[C:12]3[CH:13]=[C:14]4[C@:19]([C:21]([OH:23])=[O:22])([CH2:20][C:11]=3[CH:10]=[N:9]2)[CH2:18][N:17]([S:24]([C:27]2[CH:32]=[CH:31][CH:30]=[C:29]([N:33]3[CH2:37][CH2:36][C@@H:35]([F:38])[CH2:34]3)[CH:28]=2)(=[O:26])=[O:25])[CH2:16][CH2:15]4)=[CH:4][CH:3]=1.Br[CH2:40][F:41].C(=O)([O-])[O-].[Na+].[Na+], predict the reaction product. The product is: [F:41][CH2:40][O:22][C:21]([C@@:19]12[CH2:18][N:17]([S:24]([C:27]3[CH:32]=[CH:31][CH:30]=[C:29]([N:33]4[CH2:37][CH2:36][C@@H:35]([F:38])[CH2:34]4)[CH:28]=3)(=[O:25])=[O:26])[CH2:16][CH2:15][C:14]1=[CH:13][C:12]1[N:8]([C:5]3[CH:4]=[CH:3][C:2]([F:1])=[CH:7][CH:6]=3)[N:9]=[CH:10][C:11]=1[CH2:20]2)=[O:23]. (3) Given the reactants [CH2:1]([N:8]1[CH2:13][CH2:12][CH:11]([C:14](Cl)=[O:15])[CH:10]([C:17]2[CH:21]=[CH:20][S:19][CH:18]=2)[CH2:9]1)[C:2]1[CH:7]=[CH:6][CH:5]=[CH:4][CH:3]=1.[Al+3].[Cl-].[Cl-].[Cl-], predict the reaction product. The product is: [CH2:1]([N:8]1[CH2:9][CH:10]2[CH:11]([C:14](=[O:15])[C:18]3[S:19][CH:20]=[CH:21][C:17]=32)[CH2:12][CH2:13]1)[C:2]1[CH:7]=[CH:6][CH:5]=[CH:4][CH:3]=1. (4) Given the reactants [C:1]([C:5]1[N:10]=[C:9](O)[CH:8]=[C:7]([CH:12]2[CH2:14][CH2:13]2)[N:6]=1)([CH3:4])([CH3:3])[CH3:2].O=P(Cl)(Cl)[Cl:17], predict the reaction product. The product is: [C:1]([C:5]1[N:10]=[C:9]([Cl:17])[CH:8]=[C:7]([CH:12]2[CH2:14][CH2:13]2)[N:6]=1)([CH3:4])([CH3:3])[CH3:2]. (5) Given the reactants Cl[C:2]1[N:3]=[N:4][C:5]([C:8]2[CH:13]=[CH:12][C:11]([N:14]3[CH:18]=[CH:17][CH:16]=[N:15]3)=[CH:10][C:9]=2[O:19][CH3:20])=[CH:6][CH:7]=1.[N:21]1([C:27]([O:29][C:30]([CH3:33])([CH3:32])[CH3:31])=[O:28])[CH2:26][CH2:25][NH:24][CH2:23][CH2:22]1.CCN(C(C)C)C(C)C.C(O)CCC, predict the reaction product. The product is: [CH3:20][O:19][C:9]1[CH:10]=[C:11]([N:14]2[CH:18]=[CH:17][CH:16]=[N:15]2)[CH:12]=[CH:13][C:8]=1[C:5]1[N:4]=[N:3][C:2]([N:24]2[CH2:23][CH2:22][N:21]([C:27]([O:29][C:30]([CH3:33])([CH3:32])[CH3:31])=[O:28])[CH2:26][CH2:25]2)=[CH:7][CH:6]=1. (6) Given the reactants C[O:2][C:3]1[CH:12]=[CH:11][C:10]2[C:5](=[CH:6][CH:7]=[C:8]([C:13]3[CH:18]=[CH:17][CH:16]=[C:15]([O:19]C)[CH:14]=3)[CH:9]=2)[C:4]=1[C:21]1[CH:22]=[C:23]([S:27]([NH:30][C:31]2[S:32][CH:33]=[CH:34][N:35]=2)(=[O:29])=[O:28])[CH:24]=[CH:25][CH:26]=1.B(Br)(Br)Br, predict the reaction product. The product is: [OH:2][C:3]1[CH:12]=[CH:11][C:10]2[C:5](=[CH:6][CH:7]=[C:8]([C:13]3[CH:18]=[CH:17][CH:16]=[C:15]([OH:19])[CH:14]=3)[CH:9]=2)[C:4]=1[C:21]1[CH:22]=[C:23]([S:27]([NH:30][C:31]2[S:32][CH:33]=[CH:34][N:35]=2)(=[O:29])=[O:28])[CH:24]=[CH:25][CH:26]=1. (7) Given the reactants [F:1][C:2]1[CH:3]=[C:4]([CH2:12][C:13](=O)[CH3:14])[CH:5]=[CH:6][C:7]=1[S:8]([CH3:11])(=[O:10])=[O:9].BrBr.BrC(C1C=CC(S(C)(=O)=O)=C(F)C=1)C(=O)C.[C:34]([NH:37][C:38]([NH2:40])=[S:39])(=[O:36])[CH3:35], predict the reaction product. The product is: [F:1][C:2]1[CH:3]=[C:4]([C:12]2[S:39][C:38]([NH:37][C:34](=[O:36])[CH3:35])=[N:40][C:13]=2[CH3:14])[CH:5]=[CH:6][C:7]=1[S:8]([CH3:11])(=[O:10])=[O:9].